Task: Predict the reaction yield, written as a fraction of the theoretical maximum amount of product (1.0 means a 100% yield; for example, 0.34 means a 34% yield).. Dataset: Reaction yield outcomes from USPTO patents with 853,638 reactions (1) The reactants are [CH:1]([C:3]1[CH:8]=[CH:7][N:6]2[C:9]([C:12]3[CH:13]=[C:14]([C:18]4[C:19]([C:24]#[N:25])=[CH:20][CH:21]=[CH:22][CH:23]=4)[CH:15]=[CH:16][CH:17]=3)=[CH:10][N:11]=[C:5]2[CH:4]=1)=[O:2].[BH4-].[Na+]. The catalyst is C(Cl)(Cl)Cl.CO. The product is [OH:2][CH2:1][C:3]1[CH:8]=[CH:7][N:6]2[C:9]([C:12]3[CH:13]=[C:14]([C:18]4[C:19]([C:24]#[N:25])=[CH:20][CH:21]=[CH:22][CH:23]=4)[CH:15]=[CH:16][CH:17]=3)=[CH:10][N:11]=[C:5]2[CH:4]=1. The yield is 0.750. (2) The reactants are [CH3:1][N:2]([CH3:32])[C:3]([C:5]1[N:26]([CH:27]2[CH2:31][CH2:30][CH2:29][CH2:28]2)[C:8]2[N:9]=[C:10]([NH:13][C:14]3[CH:19]=[CH:18][C:17]([N:20]4[CH2:25][CH2:24][NH:23][CH2:22][CH2:21]4)=[CH:16][N:15]=3)[N:11]=[CH:12][C:7]=2[CH:6]=1)=[O:4].[CH3:33][C@@H:34]1[CH2:36][O:35]1. The catalyst is C(O)C. The product is [CH3:1][N:2]([CH3:32])[C:3]([C:5]1[N:26]([CH:27]2[CH2:31][CH2:30][CH2:29][CH2:28]2)[C:8]2[N:9]=[C:10]([NH:13][C:14]3[CH:19]=[CH:18][C:17]([N:20]4[CH2:21][CH2:22][N:23]([CH2:33][C@H:34]([OH:35])[CH3:36])[CH2:24][CH2:25]4)=[CH:16][N:15]=3)[N:11]=[CH:12][C:7]=2[CH:6]=1)=[O:4]. The yield is 0.160. (3) The reactants are [OH:1][C:2]1[C:3]([CH:11]2[C:19]3[C:14](=[N:15][CH:16]=[CH:17][CH:18]=3)[N:13]([CH2:20][CH2:21][CH2:22][CH2:23][CH3:24])[C:12]2=[O:25])=[CH:4][C:5]2[O:9][CH2:8][O:7][C:6]=2[CH:10]=1.C(N(CC)CC)C.Cl[Si](C)(C)C.[CH2:38]=[O:39].FC(F)(F)S([O-])(=O)=O.[Yb+3].FC(F)(F)S([O-])(=O)=O.FC(F)(F)S([O-])(=O)=O. The catalyst is ClCCl. The product is [OH:1][C:2]1[C:3]([C:11]2([CH2:38][OH:39])[C:19]3[C:14](=[N:15][CH:16]=[CH:17][CH:18]=3)[N:13]([CH2:20][CH2:21][CH2:22][CH2:23][CH3:24])[C:12]2=[O:25])=[CH:4][C:5]2[O:9][CH2:8][O:7][C:6]=2[CH:10]=1. The yield is 0.980. (4) The reactants are [C:1]1([S:7]([C:9]2[CH:14]=[CH:13][CH:12]=[CH:11][CH:10]=2)=O)[CH:6]=[CH:5][CH:4]=[CH:3][CH:2]=1.FC(F)(F)C(OC(=O)C(F)(F)F)=O.[F:28][C:29]([F:35])([F:34])[S:30]([OH:33])(=[O:32])=[O:31].[CH3:36][CH2:37][CH2:38][CH2:39][CH2:40][CH3:41]. The catalyst is C1C=CC=CC=1. The product is [F:28][C:29]([F:35])([F:34])[S:30]([O-:33])(=[O:32])=[O:31].[C:1]1([S+:7]([C:38]2[CH:37]=[CH:36][CH:41]=[CH:40][CH:39]=2)[C:9]2[CH:14]=[CH:13][CH:12]=[CH:11][CH:10]=2)[CH:6]=[CH:5][CH:4]=[CH:3][CH:2]=1. The yield is 0.920. (5) The reactants are Br[C:2]1(Br)[C:10]2[C:5](=[N:6][CH:7]=[CH:8][CH:9]=2)[NH:4][C:3]1=[O:11].N1C2C(=CC=CN=2)C(=O)C1=O.Cl.[F:25][CH2:26][CH2:27][O:28][NH2:29]. The catalyst is CS(C)=O. The product is [F:25][CH2:26][CH2:27][O:28][N:29]=[C:2]1[C:10]2[C:5](=[N:6][CH:7]=[CH:8][CH:9]=2)[NH:4][C:3]1=[O:11]. The yield is 0.930.